From a dataset of NCI-60 drug combinations with 297,098 pairs across 59 cell lines. Regression. Given two drug SMILES strings and cell line genomic features, predict the synergy score measuring deviation from expected non-interaction effect. Drug 1: C1CC2CC3=C(CC1C24CN(S(=O)(=O)N4)CC(F)(F)F)C=CC(=C3)C=CCN5CCC(CC5)C(F)(F)F. Drug 2: CN(CC1=CN=C2C(=N1)C(=NC(=N2)N)N)C3=CC=C(C=C3)C(=O)NC(CCC(=O)O)C(=O)O. Cell line: OVCAR3. Synergy scores: CSS=45.6, Synergy_ZIP=-2.21, Synergy_Bliss=-3.63, Synergy_Loewe=-3.76, Synergy_HSA=-2.14.